Predict the reactants needed to synthesize the given product. From a dataset of Full USPTO retrosynthesis dataset with 1.9M reactions from patents (1976-2016). (1) Given the product [NH2:18][C:19]1[O:9][C:8]([C:7]([OH:6])([CH2:12][CH3:13])[C:14]([F:15])([F:16])[F:17])=[N:10][N:11]=1, predict the reactants needed to synthesize it. The reactants are: C(=O)(O)[O-].[Na+].[OH:6][C:7]([C:14]([F:17])([F:16])[F:15])([CH2:12][CH3:13])[C:8]([NH:10][NH2:11])=[O:9].[N:18]#[C:19]Br. (2) Given the product [Cl:1][C:2]1[C:3]([N:8]2[CH2:13][CH2:12][N:11]([C:14]3[S:15][C:16](=[CH:30][C:21]4[CH:22]=[CH:23][C:24]5[C:29](=[CH:28][CH:27]=[CH:26][CH:25]=5)[CH:20]=4)[C:17](=[O:19])[N:18]=3)[CH2:10][CH2:9]2)=[N:4][CH:5]=[CH:6][CH:7]=1, predict the reactants needed to synthesize it. The reactants are: [Cl:1][C:2]1[C:3]([N:8]2[CH2:13][CH2:12][N:11]([C:14]3[S:15][CH2:16][C:17](=[O:19])[N:18]=3)[CH2:10][CH2:9]2)=[N:4][CH:5]=[CH:6][CH:7]=1.[CH:20]1[C:29]2[C:24](=[CH:25][CH:26]=[CH:27][CH:28]=2)[CH:23]=[CH:22][C:21]=1[CH:30]=O.C(N(CC)CC)C. (3) The reactants are: [CH3:1][N:2]1[CH2:24][CH2:23][C:5]2[N:6]([CH2:13][CH:14]([C:16]3[CH:21]=[CH:20][C:19]([CH3:22])=[CH:18][CH:17]=3)O)[C:7]3[CH:8]=[CH:9][CH:10]=[CH:11][C:12]=3[C:4]=2[CH2:3]1.S(=O)(=O)(O)O.[OH-].[K+]. Given the product [CH3:1][N:2]1[CH2:24][CH2:23][C:5]2[N:6]([CH:13]=[CH:14][C:16]3[CH:17]=[CH:18][C:19]([CH3:22])=[CH:20][CH:21]=3)[C:7]3[CH:8]=[CH:9][CH:10]=[CH:11][C:12]=3[C:4]=2[CH2:3]1, predict the reactants needed to synthesize it. (4) Given the product [S:22]1[CH:23]=[CH:24][N:25]=[C:21]1[NH:20][S:14]([C:10]1[CH:11]=[C:12]2[C:7](=[CH:8][CH:9]=1)[CH2:6][N:5]([C:3](=[O:4])[C:2]([Cl:19])([Cl:18])[Cl:1])[CH2:13]2)(=[O:16])=[O:15], predict the reactants needed to synthesize it. The reactants are: [Cl:1][C:2]([Cl:19])([Cl:18])[C:3]([N:5]1[CH2:13][C:12]2[C:7](=[CH:8][CH:9]=[C:10]([S:14](Cl)(=[O:16])=[O:15])[CH:11]=2)[CH2:6]1)=[O:4].[NH2:20][C:21]1[S:22][CH:23]=[CH:24][N:25]=1.N1C=CC=CC=1. (5) Given the product [Cl:1][C:2]1[C:3]([NH:23][C:24]2[CH:28]=[C:27]([CH3:29])[NH:26][N:25]=2)=[N:4][C:5]([NH:8][C:9]2[C:10]([F:22])=[CH:11][C:12]([CH:16]3[CH2:17][CH2:18][N:19]([C:40](=[O:41])[CH2:39][N:38]([CH3:43])[CH3:37])[CH2:20][CH2:21]3)=[C:13]([CH3:15])[CH:14]=2)=[N:6][CH:7]=1, predict the reactants needed to synthesize it. The reactants are: [Cl:1][C:2]1[C:3]([NH:23][C:24]2[CH:28]=[C:27]([CH3:29])[NH:26][N:25]=2)=[N:4][C:5]([NH:8][C:9]2[CH:14]=[C:13]([CH3:15])[C:12]([CH:16]3[CH2:21][CH2:20][NH:19][CH2:18][CH2:17]3)=[CH:11][C:10]=2[F:22])=[N:6][CH:7]=1.C(N(CC)CC)C.[CH3:37][N:38]([CH3:43])[CH2:39][C:40](Cl)=[O:41]. (6) Given the product [Cl:14][C:15]1[CH:20]=[C:19]([C:21]#[N:22])[CH:18]=[CH:17][C:16]=1[N:23]=[C:24]1[N:8]([CH2:7][C:6]2[CH:12]=[CH:13][C:3]([Cl:2])=[CH:4][CH:5]=2)[CH2:9][CH2:10][S:25]1, predict the reactants needed to synthesize it. The reactants are: [Cl-].[Cl:2][C:3]1[CH:13]=[CH:12][C:6]([CH2:7][NH2+:8][CH2:9][CH2:10]Cl)=[CH:5][CH:4]=1.[Cl:14][C:15]1[CH:20]=[C:19]([C:21]#[N:22])[CH:18]=[CH:17][C:16]=1[N:23]=[C:24]=[S:25]. (7) Given the product [CH2:9]([C:11]1[C:12]([O:19][CH2:1][C:2]2[CH:7]=[CH:6][CH:5]=[CH:4][CH:3]=2)=[C:13]([OH:17])[CH:14]=[CH:15][CH:16]=1)[CH3:10], predict the reactants needed to synthesize it. The reactants are: [CH2:1](Br)[C:2]1[CH:7]=[CH:6][CH:5]=[CH:4][CH:3]=1.[CH2:9]([C:11]1[CH:12]=[C:13]([OH:17])[CH:14]=[CH:15][CH:16]=1)[CH3:10].C([O-])([O-])=[O:19].[K+].[K+].Cl. (8) Given the product [NH2:31][C:29](=[O:30])[CH2:28][C:22]1([NH:21][C:18]([C:8]2[CH:7]=[C:6]([O:5][CH2:4][CH:1]3[CH2:2][CH2:3]3)[C:11]([N:12]3[CH2:13][C:14]([F:16])([F:17])[CH2:15]3)=[CH:10][N:9]=2)=[O:20])[CH2:23][S:24](=[O:26])(=[O:27])[CH2:25]1, predict the reactants needed to synthesize it. The reactants are: [CH:1]1([CH2:4][O:5][C:6]2[C:11]([N:12]3[CH2:15][C:14]([F:17])([F:16])[CH2:13]3)=[CH:10][N:9]=[C:8]([C:18]([OH:20])=O)[CH:7]=2)[CH2:3][CH2:2]1.[NH2:21][C:22]1([CH2:28][C:29]([NH2:31])=[O:30])[CH2:25][S:24](=[O:27])(=[O:26])[CH2:23]1. (9) Given the product [CH2:24]([N:26]1[CH2:27][CH2:28][N:29]([CH2:32][C:33]2[CH:41]=[CH:40][C:36]([C:37]([NH:1][C@H:2]3[C@H:7]4[C@@H:3]3[O:4][C:5]3[CH:11]=[CH:10][C:9]([O:12][C:13]5[C:22]6[CH2:21][NH:20][C:19](=[O:23])[NH:18][C:17]=6[N:16]=[CH:15][CH:14]=5)=[CH:8][C:6]=34)=[O:38])=[CH:35][C:34]=2[C:42]([F:45])([F:43])[F:44])[CH2:30][CH2:31]1)[CH3:25], predict the reactants needed to synthesize it. The reactants are: [NH2:1][C@H:2]1[C@H:7]2[C@@H:3]1[O:4][C:5]1[CH:11]=[CH:10][C:9]([O:12][C:13]3[C:22]4[CH2:21][NH:20][C:19](=[O:23])[NH:18][C:17]=4[N:16]=[CH:15][CH:14]=3)=[CH:8][C:6]=12.[CH2:24]([N:26]1[CH2:31][CH2:30][N:29]([CH2:32][C:33]2[CH:41]=[CH:40][C:36]([C:37](O)=[O:38])=[CH:35][C:34]=2[C:42]([F:45])([F:44])[F:43])[CH2:28][CH2:27]1)[CH3:25].CN(C(ON1N=NC2C=CC=NC1=2)=[N+](C)C)C.F[P-](F)(F)(F)(F)F.CCN(C(C)C)C(C)C.